Predict the reaction yield, written as a fraction of the theoretical maximum amount of product (1.0 means a 100% yield; for example, 0.34 means a 34% yield). From a dataset of Reaction yield outcomes from USPTO patents with 853,638 reactions. (1) The yield is 0.880. The reactants are Br[C:2]1[N:3]=[C:4]([C:7]2[CH:12]=[CH:11][C:10]([F:13])=[CH:9][CH:8]=2)[S:5][CH:6]=1.[CH3:14][O:15][C:16]1[C:17]([NH2:31])=[N:18][CH:19]=[C:20](B2OC(C)(C)C(C)(C)O2)[CH:21]=1.C([O-])([O-])=O.[Na+].[Na+]. The catalyst is COCCOC.C1C=CC([P]([Pd]([P](C2C=CC=CC=2)(C2C=CC=CC=2)C2C=CC=CC=2)([P](C2C=CC=CC=2)(C2C=CC=CC=2)C2C=CC=CC=2)[P](C2C=CC=CC=2)(C2C=CC=CC=2)C2C=CC=CC=2)(C2C=CC=CC=2)C2C=CC=CC=2)=CC=1. The product is [F:13][C:10]1[CH:11]=[CH:12][C:7]([C:4]2[S:5][CH:6]=[C:2]([C:20]3[CH:21]=[C:16]([O:15][CH3:14])[C:17]([NH2:31])=[N:18][CH:19]=3)[N:3]=2)=[CH:8][CH:9]=1. (2) The reactants are [CH3:1][C:2]1[CH:11]=[CH:10][C:9]2[C:4](=[CH:5][CH:6]=[CH:7][C:8]=2[N:12]2[CH2:17][CH2:16][N:15](C(OC(C)(C)C)=O)[CH2:14][CH2:13]2)[N:3]=1.FC(F)(F)C(O)=O. The catalyst is ClCCl. The product is [CH3:1][C:2]1[CH:11]=[CH:10][C:9]2[C:4](=[CH:5][CH:6]=[CH:7][C:8]=2[N:12]2[CH2:17][CH2:16][NH:15][CH2:14][CH2:13]2)[N:3]=1. The yield is 0.960. (3) The reactants are [F:1][C:2]1[CH:7]=[CH:6][C:5]([OH:8])=[CH:4][CH:3]=1.C([O-])([O-])=O.[K+].[K+].Br[CH2:16][CH:17]=[CH2:18]. The catalyst is CC(C)=O. The product is [CH2:18]([O:8][C:5]1[CH:6]=[CH:7][C:2]([F:1])=[CH:3][CH:4]=1)[CH:17]=[CH2:16]. The yield is 0.990. (4) The reactants are [Cl:1][C:2]1[C:3]([F:11])=[C:4]([CH2:8][CH:9]=O)[CH:5]=[CH:6][CH:7]=1.S([CH2:22][N+:23]#[C-:24])(C1C=CC(C)=CC=1)(=O)=O.[C-]#[N:26].[Na+]. The catalyst is CCO. The product is [Cl:1][C:2]1[C:3]([F:11])=[C:4]([CH:5]=[CH:6][CH:7]=1)[CH2:8][C:9]1[NH:26][CH:22]=[N:23][CH:24]=1. The yield is 0.310. (5) The reactants are N[C:2]([C:4]1[CH:9]=[CH:8][C:7](B(O)O)=[CH:6][C:5]=1Cl)=[O:3].I[C:15]1[C:23]2[C:18](=[N:19][CH:20]=[N:21][C:22]=2[NH2:24])[N:17]([CH:25]([CH3:27])[CH3:26])[N:16]=1.C([O-])([O-])=O.[Na+].[Na+]. The catalyst is CCO.COCCOC.C1C=CC([P]([Pd]([P](C2C=CC=CC=2)(C2C=CC=CC=2)C2C=CC=CC=2)([P](C2C=CC=CC=2)(C2C=CC=CC=2)C2C=CC=CC=2)[P](C2C=CC=CC=2)(C2C=CC=CC=2)C2C=CC=CC=2)(C2C=CC=CC=2)C2C=CC=CC=2)=CC=1. The product is [NH2:24][C:22]1[N:21]=[CH:20][N:19]=[C:18]2[N:17]([CH:25]([CH3:27])[CH3:26])[N:16]=[C:15]([C:6]3[CH:5]=[C:4]([CH2:2][OH:3])[CH:9]=[CH:8][CH:7]=3)[C:23]=12. The yield is 0.420. (6) The reactants are C(OC([NH:8][C@H:9]([C:30]([O:32][CH3:33])=[O:31])[CH2:10][C:11]1[CH:16]=[CH:15][C:14]([CH2:17][CH2:18][CH2:19][C:20]2[CH:21]=[CH:22][C:23]3[O:24][CH2:25][CH2:26][NH:27][C:28]=3[N:29]=2)=[CH:13][CH:12]=1)=O)(C)(C)C.C(O)(C(F)(F)F)=O. The catalyst is C(Cl)Cl. The product is [O:24]1[CH2:25][CH2:26][NH:27][C:28]2[N:29]=[C:20]([CH2:19][CH2:18][CH2:17][C:14]3[CH:13]=[CH:12][C:11]([CH2:10][C@@H:9]([C:30]([O:32][CH3:33])=[O:31])[NH2:8])=[CH:16][CH:15]=3)[CH:21]=[CH:22][C:23]1=2. The yield is 0.700. (7) The catalyst is ClCCl. The reactants are [Cl:1][CH2:2][C:3](Cl)=[O:4].[Cl:6][C:7]1[CH:13]=[CH:12][C:10]([NH2:11])=[CH:9][C:8]=1[C:14]([F:17])([F:16])[F:15].N1C=CC=CC=1. The yield is 0.980. The product is [Cl:1][CH2:2][C:3]([NH:11][C:10]1[CH:12]=[CH:13][C:7]([Cl:6])=[C:8]([C:14]([F:17])([F:15])[F:16])[CH:9]=1)=[O:4].